This data is from Reaction yield outcomes from USPTO patents with 853,638 reactions. The task is: Predict the reaction yield, written as a fraction of the theoretical maximum amount of product (1.0 means a 100% yield; for example, 0.34 means a 34% yield). (1) The reactants are [Cl:1][C:2]1[C:7]([F:8])=[CH:6][CH:5]=[C:4]([Cl:9])[C:3]=1[CH:10]([O:12][C:13]1[C:14]([NH2:19])=[N:15][CH:16]=[CH:17][CH:18]=1)[CH3:11].[I:20]N1C(=O)CCC1=O. The catalyst is C(#N)C.C(O)(=O)C. The product is [I:20][C:17]1[CH:18]=[C:13]([O:12][CH:10]([C:3]2[C:4]([Cl:9])=[CH:5][CH:6]=[C:7]([F:8])[C:2]=2[Cl:1])[CH3:11])[C:14]([NH2:19])=[N:15][CH:16]=1. The yield is 0.500. (2) The reactants are FC(F)(F)C(O)=O.[CH3:8][O:9][C:10]1[CH:11]=[C:12]([C:19]2[CH:20]=[CH:21][C:22]3[C:28](=[O:29])[NH:27][C:26]4[CH:30]=[C:31]([CH2:34][C:35]([N:37]5[CH2:41][CH2:40][CH:39]([NH:42]C(=O)OC(C)(C)C)[CH2:38]5)=[O:36])[CH:32]=[CH:33][C:25]=4[NH:24][C:23]=3[CH:50]=2)[CH:13]=[CH:14][C:15]=1[N+:16]([O-:18])=[O:17]. The product is [NH2:42][CH:39]1[CH2:40][CH2:41][N:37]([C:35](=[O:36])[CH2:34][C:31]2[CH:32]=[CH:33][C:25]3[NH:24][C:23]4[CH:50]=[C:19]([C:12]5[CH:13]=[CH:14][C:15]([N+:16]([O-:18])=[O:17])=[C:10]([O:9][CH3:8])[CH:11]=5)[CH:20]=[CH:21][C:22]=4[C:28](=[O:29])[NH:27][C:26]=3[CH:30]=2)[CH2:38]1. The yield is 0.700. The catalyst is C(Cl)Cl. (3) The reactants are [H-].[Na+].[I:3][C:4]1[NH:8][N:7]=[CH:6][C:5]=1[CH3:9].[CH3:10][Si:11]([CH3:18])([CH3:17])[CH2:12][CH2:13][O:14][CH2:15]Cl. The catalyst is C1COCC1. The product is [I:3][C:4]1[N:8]([CH2:15][O:14][CH2:13][CH2:12][Si:11]([CH3:18])([CH3:17])[CH3:10])[N:7]=[CH:6][C:5]=1[CH3:9]. The yield is 0.840. (4) The reactants are C1(P(=[O:20])(C2C=CC=CC=2)C2C=CC=CC=2)C=CC=CC=1.FC(F)(F)S(OS(C(F)(F)F)(=O)=O)(=O)=O.C([S:43][CH:44]([CH2:77][N:78]1[CH2:83][CH2:82][S:81][CH2:80][CH2:79]1)[CH2:45][NH:46][C:47]([C:49]1[NH:50][C:51]2[C:56]([CH:57]=1)=[CH:55][C:54]([O:58][CH2:59][CH2:60][O:61][CH3:62])=[CH:53][C:52]=2[N:63]([CH2:73][CH:74]1[CH2:76][CH2:75]1)[S:64]([C:67]1[CH:72]=[CH:71][CH:70]=[CH:69][N:68]=1)(=[O:66])=[O:65])=O)C1C=CC=CC=1.C1(SC)C=CC=CC=1.C(=O)(O)[O-].[Na+]. The catalyst is ClCCl. The product is [CH:74]1([CH2:73][N:63]([C:52]2[CH:53]=[C:54]([O:58][CH2:59][CH2:60][O:61][CH3:62])[CH:55]=[C:56]3[C:51]=2[NH:50][C:49]([C:47]2[S:43][CH:44]([CH2:77][N:78]4[CH2:83][CH2:82][S:81](=[O:20])[CH2:80][CH2:79]4)[CH2:45][N:46]=2)=[CH:57]3)[S:64]([C:67]2[CH:72]=[CH:71][CH:70]=[CH:69][N:68]=2)(=[O:65])=[O:66])[CH2:75][CH2:76]1. The yield is 0.470.